This data is from Forward reaction prediction with 1.9M reactions from USPTO patents (1976-2016). The task is: Predict the product of the given reaction. (1) Given the reactants [CH3:1][C@@H:2]1[CH2:7][CH2:6][CH2:5][N:4]([C:8]([C:10]2[CH:15]=[C:14]([CH3:16])[CH:13]=[CH:12][C:11]=2[C:17]2[CH:18]=[N:19][N:20]([CH3:22])[CH:21]=2)=[O:9])[C@@H:3]1[CH2:23][NH:24]C1C=CC(C(F)(F)F)=CN=1.Cl[C:36]1[C:41]([C:42]([F:45])([F:44])[F:43])=[CH:40][CH:39]=[CH:38][N:37]=1, predict the reaction product. The product is: [CH3:1][C@@H:2]1[CH2:7][CH2:6][CH2:5][N:4]([C:8]([C:10]2[CH:15]=[C:14]([CH3:16])[CH:13]=[CH:12][C:11]=2[C:17]2[CH:18]=[N:19][N:20]([CH3:22])[CH:21]=2)=[O:9])[C@@H:3]1[CH2:23][NH:24][C:36]1[C:41]([C:42]([F:45])([F:44])[F:43])=[CH:40][CH:39]=[CH:38][N:37]=1. (2) Given the reactants [CH3:1][CH:2]([C:5](=O)[C:6]1[CH:7]=[N:8][CH:9]=[CH:10][CH:11]=1)[C:3]#[N:4].Cl.[C:14]1([NH:20][NH2:21])[CH:19]=[CH:18][CH:17]=[CH:16][CH:15]=1, predict the reaction product. The product is: [CH3:1][C:2]1[C:5]([C:6]2[CH:7]=[N:8][CH:9]=[CH:10][CH:11]=2)=[N:21][N:20]([C:14]2[CH:19]=[CH:18][CH:17]=[CH:16][CH:15]=2)[C:3]=1[NH2:4]. (3) Given the reactants [OH:1][CH2:2][C@H:3]([NH:11]C(=O)C)[CH2:4][C:5]1[CH:6]=[N:7][CH:8]=[CH:9][CH:10]=1.[ClH:15], predict the reaction product. The product is: [ClH:15].[ClH:15].[NH2:11][C@H:3]([CH2:4][C:5]1[CH:6]=[N:7][CH:8]=[CH:9][CH:10]=1)[CH2:2][OH:1]. (4) Given the reactants [CH2:1]([S:3][C:4]1[N:5]([C:14]2[CH:19]=[CH:18][C:17]([O:20][CH2:21][C:22]([F:25])([F:24])[F:23])=[CH:16][CH:15]=2)C(=O)[C:7]2[CH:12]=[CH:11][NH:10][C:8]=2[N:9]=1)[CH3:2].[OH:26]OS([O-])=O.[K+].[CH3:32][OH:33].[OH2:34], predict the reaction product. The product is: [CH2:1]([S:3]([C:4]1[N:5]([C:14]2[CH:19]=[CH:18][C:17]([O:20][CH2:21][C:22]([F:25])([F:24])[F:23])=[CH:16][CH:15]=2)[C:32](=[O:33])[C:7]2[CH:12]=[CH:11][NH:10][C:8]=2[N:9]=1)(=[O:26])=[O:34])[CH3:2]. (5) Given the reactants C(OC([N:8]1[CH2:13][CH2:12][CH:11]([C:14]2[CH:38]=[CH:37][C:17]3[C:18]4[N:22]([CH2:23][CH2:24][O:25][C:16]=3[CH:15]=2)[CH:21]=[C:20]([C:26]2[N:27]([CH:34]([CH3:36])[CH3:35])[N:28]=[C:29]([CH2:31][O:32][CH3:33])[N:30]=2)[N:19]=4)[CH2:10][CH2:9]1)=O)(C)(C)C.[F:39][C:40]([F:45])([F:44])[C:41]([OH:43])=[O:42], predict the reaction product. The product is: [F:39][C:40]([F:45])([F:44])[C:41]([OH:43])=[O:42].[CH:34]([N:27]1[C:26]([C:20]2[N:19]=[C:18]3[N:22]([CH2:23][CH2:24][O:25][C:16]4[CH:15]=[C:14]([CH:11]5[CH2:12][CH2:13][NH:8][CH2:9][CH2:10]5)[CH:38]=[CH:37][C:17]=43)[CH:21]=2)=[N:30][C:29]([CH2:31][O:32][CH3:33])=[N:28]1)([CH3:36])[CH3:35]. (6) Given the reactants Br[C:2]1[CH:3]=[C:4]([CH2:8][N:9]2[C:13](=[O:14])[N:12]([CH2:15][C@H:16]([OH:21])[C:17]([F:20])([F:19])[F:18])[C:11]([C:22]3[CH:27]=[CH:26][C:25]([Cl:28])=[CH:24][CH:23]=3)=[N:10]2)[CH:5]=[N:6][CH:7]=1.[Cl:29][C:30]1[C:35]([Cl:36])=[CH:34][CH:33]=[CH:32][C:31]=1B(O)O, predict the reaction product. The product is: [Cl:28][C:25]1[CH:26]=[CH:27][C:22]([C:11]2[N:12]([CH2:15][C@H:16]([OH:21])[C:17]([F:20])([F:19])[F:18])[C:13](=[O:14])[N:9]([CH2:8][C:4]3[CH:5]=[N:6][CH:7]=[C:2]([C:34]4[CH:33]=[CH:32][CH:31]=[C:30]([Cl:29])[C:35]=4[Cl:36])[CH:3]=3)[N:10]=2)=[CH:23][CH:24]=1. (7) Given the reactants [C:1]1([NH2:11])[C:10]2[C:5](=[CH:6][CH:7]=[CH:8][CH:9]=2)[CH:4]=[CH:3][N:2]=1.N1C=CC=CC=1.Cl[C:19]([O:21][C:22]1[CH:27]=[CH:26][CH:25]=[CH:24][CH:23]=1)=[O:20], predict the reaction product. The product is: [C:1]1([NH:11][C:19](=[O:20])[O:21][C:22]2[CH:27]=[CH:26][CH:25]=[CH:24][CH:23]=2)[C:10]2[C:5](=[CH:6][CH:7]=[CH:8][CH:9]=2)[CH:4]=[CH:3][N:2]=1. (8) Given the reactants [CH2:1]=[C:2]1[O:6][C:4](=[O:5])[CH2:3]1.[Br:7][C:8]1[CH:14]=[CH:13][C:11]([NH2:12])=[CH:10][CH:9]=1, predict the reaction product. The product is: [Br:7][C:8]1[CH:14]=[CH:13][C:11]([NH:12][C:4](=[O:5])[CH2:3][C:2](=[O:6])[CH3:1])=[CH:10][CH:9]=1. (9) Given the reactants [Cl:1][C:2]1[CH:7]=[CH:6][C:5]([C@@H:8]([NH2:10])[CH3:9])=[CH:4][CH:3]=1.[CH:11]1[N:16]=[C:15](Cl)[C:14]2[N:18]=[CH:19][N:20]([C@@H:21]3[O:25][C@H:24]([CH2:26][OH:27])[C@@H:23]([OH:28])[C@H:22]3[OH:29])[C:13]=2[N:12]=1, predict the reaction product. The product is: [Cl:1][C:2]1[CH:7]=[CH:6][C:5]([C@@H:8]([NH:10][C:15]2[C:14]3[N:18]=[CH:19][N:20]([C:13]=3[N:12]=[CH:11][N:16]=2)[C@@H:21]2[O:25][C@H:24]([CH2:26][OH:27])[C@@H:23]([OH:28])[C@H:22]2[OH:29])[CH3:9])=[CH:4][CH:3]=1.